From a dataset of Catalyst prediction with 721,799 reactions and 888 catalyst types from USPTO. Predict which catalyst facilitates the given reaction. (1) Reactant: [Br:1][C:2]1[CH2:11][CH2:10][C:9]2[C:4](=[CH:5][C:6]([F:12])=[CH:7][CH:8]=2)[C:3]=1[CH:13]=[O:14].ClC1C(=O)C(C#N)=C(C#N)C(=O)C=1Cl. Product: [Br:1][C:2]1[CH:11]=[CH:10][C:9]2[C:4](=[CH:5][C:6]([F:12])=[CH:7][CH:8]=2)[C:3]=1[CH:13]=[O:14]. The catalyst class is: 11. (2) Reactant: [CH:1]1([N:5]2[CH2:11][CH2:10][C:9]3[S:12][C:13]([CH:15]4[CH2:19][CH2:18][N:17](C(OC(C)(C)C)=O)[CH2:16]4)=[N:14][C:8]=3[CH2:7][CH2:6]2)[CH2:4][CH2:3][CH2:2]1.FC(F)(F)C(O)=O. Product: [CH:1]1([N:5]2[CH2:11][CH2:10][C:9]3[S:12][C:13]([CH:15]4[CH2:19][CH2:18][NH:17][CH2:16]4)=[N:14][C:8]=3[CH2:7][CH2:6]2)[CH2:2][CH2:3][CH2:4]1. The catalyst class is: 98.